Dataset: Full USPTO retrosynthesis dataset with 1.9M reactions from patents (1976-2016). Task: Predict the reactants needed to synthesize the given product. (1) Given the product [O:49]=[C:48]([N:50]1[CH2:55][CH2:54][N:53]([C:56](=[O:66])[C:57]2[CH:58]=[C:59]([F:65])[C:60]([F:64])=[C:61]([F:63])[CH:62]=2)[CH2:52][CH2:51]1)[CH2:47][NH:46][C:21]([C:19]1[N:18]=[N:17][N:16]([C:11]2[CH:12]=[CH:13][CH:14]=[CH:15][N:10]=2)[CH:20]=1)=[O:23], predict the reactants needed to synthesize it. The reactants are: CCN(C(C)C)C(C)C.[N:10]1[CH:15]=[CH:14][CH:13]=[CH:12][C:11]=1[N:16]1[CH:20]=[C:19]([C:21]([OH:23])=O)[N:18]=[N:17]1.C1C=CC2N(O)N=NC=2C=1.CCN=C=NCCCN(C)C.Cl.[NH2:46][CH2:47][C:48]([N:50]1[CH2:55][CH2:54][N:53]([C:56](=[O:66])[C:57]2[CH:62]=[C:61]([F:63])[C:60]([F:64])=[C:59]([F:65])[CH:58]=2)[CH2:52][CH2:51]1)=[O:49].FC1C=C(C=C(F)C=1F)C(O)=O. (2) Given the product [Cl:1][C:2]1[CH:7]=[CH:6][C:5]([S:8]([N:11]([CH2:33][C:34]2[CH:35]=[CH:36][C:37]([C:38]([NH:40][CH:41]3[CH2:43][CH2:42]3)=[O:39])=[CH:44][CH:45]=2)[CH:12]2[C:18]([CH3:20])([CH3:19])[CH2:17][CH2:16][CH2:15][NH:14][C:13]2=[O:32])(=[O:9])=[O:10])=[CH:4][CH:3]=1, predict the reactants needed to synthesize it. The reactants are: [Cl:1][C:2]1[CH:7]=[CH:6][C:5]([S:8]([N:11]([CH2:33][C:34]2[CH:45]=[CH:44][C:37]([C:38]([NH:40][CH:41]3[CH2:43][CH2:42]3)=[O:39])=[CH:36][CH:35]=2)[CH:12]2[C:18]([CH3:20])([CH3:19])[CH2:17][CH2:16][CH2:15][N:14](CC3C=CC(OC)=CC=3OC)[C:13]2=[O:32])(=[O:10])=[O:9])=[CH:4][CH:3]=1. (3) Given the product [C:20]([C:24]1[CH:25]=[C:26]([NH:37][C:17](=[O:19])[CH2:16][C:13]2[CH:12]=[CH:11][C:10]([N:3]3[C:4]4=[N:5][CH:6]=[CH:7][CH:8]=[C:9]4[N:1]=[CH:2]3)=[CH:15][CH:14]=2)[N:27]([C:29]2[CH:34]=[C:33]([F:35])[CH:32]=[CH:31][C:30]=2[F:36])[N:28]=1)([CH3:23])([CH3:21])[CH3:22], predict the reactants needed to synthesize it. The reactants are: [N:1]1[C:9]2[C:4](=[N:5][CH:6]=[CH:7][CH:8]=2)[N:3]([C:10]2[CH:15]=[CH:14][C:13]([CH2:16][C:17]([OH:19])=O)=[CH:12][CH:11]=2)[CH:2]=1.[C:20]([C:24]1[CH:25]=[C:26]([NH2:37])[N:27]([C:29]2[CH:34]=[C:33]([F:35])[CH:32]=[CH:31][C:30]=2[F:36])[N:28]=1)([CH3:23])([CH3:22])[CH3:21]. (4) Given the product [CH2:1]=[CH:2][C:3]1[CH:8]=[CH:7][CH:6]=[CH:5][CH:4]=1.[C:9]([O:14][CH2:15][CH2:16][P:17](=[O:18])([OH:20])[OH:19])(=[O:13])[C:10]([CH3:12])=[CH2:11], predict the reactants needed to synthesize it. The reactants are: [CH2:1]=[CH:2][C:3]1[CH:8]=[CH:7][CH:6]=[CH:5][CH:4]=1.[C:9]([O:14][CH2:15][CH2:16][P:17](=[O:20])([OH:19])[OH:18])(=[O:13])[C:10]([CH3:12])=[CH2:11].N(C(C)(C)C(OC)=O)=NC(C)(C)C(OC)=O. (5) Given the product [CH3:22][O:23][C:24]1[CH:25]=[C:26]([CH2:32][CH2:33][N:34]2[C:2](=[O:7])[C:3]3[C:4](=[CH:18][CH:19]=[CH:20][CH:21]=3)[N:5]=[C:6]2[C:8]2[CH:13]=[CH:12][CH:11]=[CH:10][C:9]=2[OH:14])[CH:27]=[CH:28][C:29]=1[O:30][CH3:31], predict the reactants needed to synthesize it. The reactants are: O=[C:2]1[O:7][C:6]([C:8]2[CH:13]=[CH:12][CH:11]=[CH:10][C:9]=2[O:14]C(=O)C)=[N:5][C:4]2[CH:18]=[CH:19][CH:20]=[CH:21][C:3]1=2.[CH3:22][O:23][C:24]1[CH:25]=[C:26]([CH2:32][CH2:33][NH2:34])[CH:27]=[CH:28][C:29]=1[O:30][CH3:31].